This data is from Reaction yield outcomes from USPTO patents with 853,638 reactions. The task is: Predict the reaction yield, written as a fraction of the theoretical maximum amount of product (1.0 means a 100% yield; for example, 0.34 means a 34% yield). (1) The yield is 0.580. The product is [CH3:39][O:40][C:41](=[O:49])[C:42]1[CH:47]=[CH:46][C:45]([NH:48][C:35]([C@H:16]2[C@H:15]([C:11]3[CH:12]=[CH:13][CH:14]=[C:9]([Cl:8])[C:10]=3[F:38])[C@:19]([C:22]3[CH:27]=[CH:26][C:25]([Cl:28])=[CH:24][C:23]=3[F:29])([C:20]#[N:21])[C@H:18]([CH2:30][C:31]([CH3:33])([CH3:32])[CH3:34])[NH:17]2)=[O:36])=[N:44][CH:43]=1. The catalyst is C(Cl)Cl. The reactants are FC(F)(F)C(O)=O.[Cl:8][C:9]1[C:10]([F:38])=[C:11]([CH:15]2[C:19]([C:22]3[CH:27]=[CH:26][C:25]([Cl:28])=[CH:24][C:23]=3[F:29])([C:20]#[N:21])[CH:18]([CH2:30][C:31]([CH3:34])([CH3:33])[CH3:32])[NH:17][CH:16]2[C:35](O)=[O:36])[CH:12]=[CH:13][CH:14]=1.[CH3:39][O:40][C:41](=[O:49])[C:42]1[CH:47]=[CH:46][C:45]([NH2:48])=[N:44][CH:43]=1.CN(C(ON1N=NC2C=CC=NC1=2)=[N+](C)C)C.F[P-](F)(F)(F)(F)F.CCN(C(C)C)C(C)C. (2) The reactants are [CH3:1][C:2]1[N:3]=[C:4]2[CH:12]=[CH:11][CH:10]=[C:9]3[N:5]2[C:6]=1[C:7](=[O:13])[NH:8]3.[H-].[Na+].Br[CH2:17][CH:18]1[CH2:23][CH2:22][N:21]([C:24]([O:26][C:27]([CH3:30])([CH3:29])[CH3:28])=[O:25])[CH2:20][CH2:19]1.O. The catalyst is CN(C=O)C. The product is [C:27]([O:26][C:24]([N:21]1[CH2:22][CH2:23][CH:18]([CH2:17][N:8]2[C:9]3[N:5]4[C:4](=[N:3][C:2]([CH3:1])=[C:6]4[C:7]2=[O:13])[CH:12]=[CH:11][CH:10]=3)[CH2:19][CH2:20]1)=[O:25])([CH3:30])([CH3:28])[CH3:29]. The yield is 0.628. (3) The product is [CH3:15][O:14][C:10]1[CH:9]=[C:8](/[CH:7]=[CH:6]/[CH2:5][C:19]#[C:18][Si:17]([CH3:24])([CH3:23])[CH3:16])[CH:13]=[CH:12][CH:11]=1. The catalyst is C1C=CC([P]([Pd]([P](C2C=CC=CC=2)(C2C=CC=CC=2)C2C=CC=CC=2)([P](C2C=CC=CC=2)(C2C=CC=CC=2)C2C=CC=CC=2)[P](C2C=CC=CC=2)(C2C=CC=CC=2)C2C=CC=CC=2)(C2C=CC=CC=2)C2C=CC=CC=2)=CC=1.C1(C)C=CC=CC=1. The reactants are C(O[CH2:5][CH:6]=[CH:7][C:8]1[CH:13]=[CH:12][CH:11]=[C:10]([O:14][CH3:15])[CH:9]=1)(=O)C.[CH3:16][Si:17]([CH3:24])([CH3:23])[C:18]#[C:19]C(O)=O.C(=O)([O-])[O-].[Cs+].[Cs+]. The yield is 0.420. (4) The reactants are O.NN.[F:4][CH2:5][C:6]1[N:11]=[C:10]([C:12]#[C:13][CH2:14][CH2:15][N:16]2C(=O)C3C(=CC=CC=3)C2=O)[CH:9]=[CH:8][CH:7]=1.C(Cl)Cl. The catalyst is CCO. The product is [F:4][CH2:5][C:6]1[N:11]=[C:10]([C:12]#[C:13][CH2:14][CH2:15][NH2:16])[CH:9]=[CH:8][CH:7]=1. The yield is 6.30. (5) The reactants are [F:1][C:2]([F:21])([F:20])[C:3]1[CH:8]=[CH:7][CH:6]=[CH:5][C:4]=1[S:9][C:10]1[CH:11]=[N:12][C:13]2[C:18]([CH:19]=1)=[CH:17][CH:16]=[CH:15][CH:14]=2.[I:22][CH2:23][CH2:24][CH2:25][CH2:26][CH2:27][C:28]1[CH:33]=[CH:32][CH:31]=[CH:30][CH:29]=1.CCOCC. The catalyst is C1S(=O)(=O)CCC1. The product is [I-:22].[C:28]1([CH2:27][CH2:26][CH2:25][CH2:24][CH2:23][N+:12]2[C:13]3[C:18](=[CH:17][CH:16]=[CH:15][CH:14]=3)[CH:19]=[C:10]([S:9][C:4]3[CH:5]=[CH:6][CH:7]=[CH:8][C:3]=3[C:2]([F:20])([F:1])[F:21])[CH:11]=2)[CH:33]=[CH:32][CH:31]=[CH:30][CH:29]=1. The yield is 0.900. (6) The reactants are [NH2:1][C:2]1[NH:7][C:6](=O)[CH:5]=[C:4]([CH:9]2[CH2:13][CH2:12][O:11][CH2:10]2)[N:3]=1.CN(C)C1C=CC=CC=1.P(Cl)(Cl)([Cl:25])=O. The catalyst is [Cl-].C([N+](CC)(CC)CC)C.C(#N)C. The product is [Cl:25][C:6]1[CH:5]=[C:4]([CH:9]2[CH2:13][CH2:12][O:11][CH2:10]2)[N:3]=[C:2]([NH2:1])[N:7]=1. The yield is 0.420. (7) The reactants are [Li][CH2:2]CCC.[Si:6]([O:13][CH2:14][C:15]([C:17]1[CH:22]=[CH:21][C:20]([Cl:23])=[C:19]([F:24])[CH:18]=1)=O)([C:9]([CH3:12])([CH3:11])[CH3:10])([CH3:8])[CH3:7]. The catalyst is [Br-].C[P+](C1C=CC=CC=1)(C1C=CC=CC=1)C1C=CC=CC=1.C1COCC1. The product is [C:9]([Si:6]([O:13][CH2:14][C:15]([C:17]1[CH:22]=[CH:21][C:20]([Cl:23])=[C:19]([F:24])[CH:18]=1)=[CH2:2])([CH3:8])[CH3:7])([CH3:12])([CH3:11])[CH3:10]. The yield is 0.400.